From a dataset of Peptide-MHC class I binding affinity with 185,985 pairs from IEDB/IMGT. Regression. Given a peptide amino acid sequence and an MHC pseudo amino acid sequence, predict their binding affinity value. This is MHC class I binding data. (1) The peptide sequence is QLSLKMLSL. The MHC is HLA-B58:01 with pseudo-sequence HLA-B58:01. The binding affinity (normalized) is 0.0847. (2) The peptide sequence is WFLKSGAVVK. The MHC is HLA-A31:01 with pseudo-sequence HLA-A31:01. The binding affinity (normalized) is 0.174. (3) The peptide sequence is RLVDAMVYT. The MHC is HLA-A02:06 with pseudo-sequence HLA-A02:06. The binding affinity (normalized) is 0.757. (4) The peptide sequence is YLQYSISTA. The MHC is HLA-B18:01 with pseudo-sequence HLA-B18:01. The binding affinity (normalized) is 0.0847.